Task: Regression. Given a peptide amino acid sequence and an MHC pseudo amino acid sequence, predict their binding affinity value. This is MHC class I binding data.. Dataset: Peptide-MHC class I binding affinity with 185,985 pairs from IEDB/IMGT (1) The peptide sequence is VLNTLMFMV. The MHC is HLA-A02:01 with pseudo-sequence HLA-A02:01. The binding affinity (normalized) is 0.755. (2) The peptide sequence is LPGTTLTAL. The binding affinity (normalized) is 0. The MHC is HLA-B54:01 with pseudo-sequence HLA-B54:01. (3) The peptide sequence is SQVSNSDSYK. The MHC is HLA-A31:01 with pseudo-sequence HLA-A31:01. The binding affinity (normalized) is 0.149. (4) The MHC is HLA-A02:06 with pseudo-sequence HLA-A02:06. The binding affinity (normalized) is 0.0124. The peptide sequence is RPRGEVRFL. (5) The peptide sequence is YSLEYFQFVKK. The MHC is HLA-B07:02 with pseudo-sequence HLA-B07:02. The binding affinity (normalized) is 0.0847. (6) The peptide sequence is VALVPHVGM. The MHC is H-2-Kb with pseudo-sequence H-2-Kb. The binding affinity (normalized) is 0.343. (7) The peptide sequence is FPFKYADAF. The MHC is Mamu-A2201 with pseudo-sequence Mamu-A2201. The binding affinity (normalized) is 0.842.